The task is: Predict the product of the given reaction.. This data is from Forward reaction prediction with 1.9M reactions from USPTO patents (1976-2016). (1) Given the reactants [CH3:1][CH:2]1[CH:7]=[C:6]([CH3:8])[CH2:5][CH2:4][C:3]1([C:11]([CH3:13])=[CH2:12])[CH:9]=[O:10].Br[CH:15]([CH3:17])[CH3:16], predict the reaction product. The product is: [CH3:1][CH:2]1[CH:7]=[C:6]([CH3:8])[CH2:5][CH2:4][C:3]1([CH:9]([OH:10])[CH:15]([CH3:17])[CH3:16])[C:11]([CH3:13])=[CH2:12]. (2) Given the reactants [C:1]([Si:5]([CH3:8])([CH3:7])Cl)([CH3:4])([CH3:3])[CH3:2].[C:9]([O:13][C:14]([N:16]1[CH2:20][CH2:19][C@@H:18]([C:21]2[CH:26]=[CH:25][C:24]([S:27]([C:30]3[CH:35]=[CH:34][C:33]([OH:36])=[CH:32][CH:31]=3)(=[O:29])=[O:28])=[CH:23][CH:22]=2)[CH2:17]1)=[O:15])([CH3:12])([CH3:11])[CH3:10].OS([O-])(=O)=O.[K+].[O-]S([O-])(=O)=O.[Na+].[Na+], predict the reaction product. The product is: [C:9]([O:13][C:14]([N:16]1[CH2:20][CH2:19][C@@H:18]([C:21]2[CH:26]=[CH:25][C:24]([S:27]([C:30]3[CH:35]=[CH:34][C:33]([O:36][Si:5]([C:1]([CH3:4])([CH3:3])[CH3:2])([CH3:8])[CH3:7])=[CH:32][CH:31]=3)(=[O:29])=[O:28])=[CH:23][CH:22]=2)[CH2:17]1)=[O:15])([CH3:12])([CH3:10])[CH3:11]. (3) Given the reactants [CH3:1][O:2][C:3]1[CH:11]=[CH:10][C:6]([C@@H:7]([NH2:9])[CH3:8])=[CH:5][CH:4]=1.[Cl:12][C:13]1[CH:18]=[N:17][CH:16]=[C:15](Cl)[N:14]=1, predict the reaction product. The product is: [Cl:12][C:13]1[N:14]=[C:15]([NH:9][C@H:7]([C:6]2[CH:10]=[CH:11][C:3]([O:2][CH3:1])=[CH:4][CH:5]=2)[CH3:8])[CH:16]=[N:17][CH:18]=1. (4) Given the reactants [CH3:1][C:2]1[S:3][CH:4]=[C:5]([C:7]([NH:9][C:10]2[C:11]3[C:15]([CH:16]=[C:17](B4OC(C)(C)CC(C)(C)O4)[CH:18]=2)=[N:14][N:13](C2CCCCO2)[CH:12]=3)=[O:8])[N:6]=1.Br[C:36]1[CH:37]=[C:38]2[O:44][CH:43]=[CH:42][C:39]2=[N:40][CH:41]=1.O1CCOCC1.C(=O)([O-])[O-].[Na+].[Na+], predict the reaction product. The product is: [O:44]1[C:38]2[C:39](=[N:40][CH:41]=[C:36]([C:17]3[CH:16]=[C:15]4[C:11]([CH:12]=[N:13][NH:14]4)=[C:10]([NH:9][C:7]([C:5]4[N:6]=[C:2]([CH3:1])[S:3][CH:4]=4)=[O:8])[CH:18]=3)[CH:37]=2)[CH:42]=[CH:43]1. (5) The product is: [Cl:12][C:16]1[CH:15]=[CH:14][C:19]([O:20][CH3:21])=[CH:18][C:17]=1[NH:22][C:5]1[N:6]=[CH:7][CH:8]=[CH:9][C:4]=1[C:3]([OH:2])=[O:11]. Given the reactants C[O:2][C:3](=[O:11])[C:4]1[CH:9]=[CH:8][CH:7]=[N:6][C:5]=1F.[ClH:12].Cl[C:14]1[C:19]([O:20][CH3:21])=[CH:18][C:17]([NH2:22])=[CH:16][CH:15]=1.C(N(CC)CC)C, predict the reaction product. (6) Given the reactants [C:1]1([C:7]2[CH:8]=[CH:9][C:10](=[O:13])[NH:11][N:12]=2)[CH:6]=[CH:5][CH:4]=[CH:3][CH:2]=1.Br[CH2:15][CH2:16][C:17]1[CH:22]=[CH:21][C:20]([F:23])=[CH:19][CH:18]=1.C(=O)([O-])[O-].[K+].[K+], predict the reaction product. The product is: [F:23][C:20]1[CH:21]=[CH:22][C:17]([CH2:16][CH2:15][N:11]2[C:10](=[O:13])[CH:9]=[CH:8][C:7]([C:1]3[CH:2]=[CH:3][CH:4]=[CH:5][CH:6]=3)=[N:12]2)=[CH:18][CH:19]=1. (7) Given the reactants [CH2:1]([O:3][C:4]1[CH:17]=[CH:16][C:7](/[CH:8]=[C:9]2/[C:10](=[O:15])[NH:11][C:12](=[O:14])[S:13]/2)=[CH:6][CH:5]=1)[CH3:2].[N:18]1[CH:23]=[CH:22][CH:21]=[C:20]([CH2:24]Cl)[CH:19]=1.Cl.[I-].[Na+].C(=O)([O-])[O-].[K+].[K+].C(OC1C=CC(/C=C2/C(=O)N(CCC)C(=O)S/2)=CC=1)C, predict the reaction product. The product is: [CH2:1]([O:3][C:4]1[CH:17]=[CH:16][C:7](/[CH:8]=[C:9]2/[C:10](=[O:15])[N:11]([CH2:24][C:20]3[CH:19]=[N:18][CH:23]=[CH:22][CH:21]=3)[C:12](=[O:14])[S:13]/2)=[CH:6][CH:5]=1)[CH3:2]. (8) Given the reactants [OH:1]O.[CH3:3][O:4][C:5]1[CH:10]=[CH:9][C:8](B(O)O)=[C:7]([CH3:14])[N:6]=1.O, predict the reaction product. The product is: [CH3:3][O:4][C:5]1[N:6]=[C:7]([CH3:14])[C:8]([OH:1])=[CH:9][CH:10]=1. (9) Given the reactants [CH3:1][O:2][C:3]1[CH:8]=[CH:7][CH:6]=[CH:5][C:4]=1[CH2:9][C:10](O)=O.C[NH2:14], predict the reaction product. The product is: [CH3:1][O:2][C:3]1[CH:8]=[CH:7][CH:6]=[CH:5][C:4]=1[CH2:9][CH2:10][NH2:14].